This data is from Full USPTO retrosynthesis dataset with 1.9M reactions from patents (1976-2016). The task is: Predict the reactants needed to synthesize the given product. Given the product [Cl:25][C:26]1[CH:31]=[CH:30][C:29]([C:2]2[C:7]([CH2:8][OH:9])=[C:6]([CH3:10])[N:5]=[C:4]3[N:11]([CH2:16][C:17]4[CH:22]=[CH:21][C:20]([O:23][CH3:24])=[CH:19][CH:18]=4)[C:12]([CH3:15])=[C:13]([CH3:14])[C:3]=23)=[CH:28][CH:27]=1, predict the reactants needed to synthesize it. The reactants are: Cl[C:2]1[C:7]([CH2:8][OH:9])=[C:6]([CH3:10])[N:5]=[C:4]2[N:11]([CH2:16][C:17]3[CH:22]=[CH:21][C:20]([O:23][CH3:24])=[CH:19][CH:18]=3)[C:12]([CH3:15])=[C:13]([CH3:14])[C:3]=12.[Cl:25][C:26]1[CH:31]=[CH:30][C:29](B2OC(C)(C)C(C)(C)O2)=[CH:28][CH:27]=1.C(=O)([O-])[O-].[K+].[K+].